Dataset: Catalyst prediction with 721,799 reactions and 888 catalyst types from USPTO. Task: Predict which catalyst facilitates the given reaction. (1) Reactant: [C:1]1([CH3:7])[CH:6]=[CH:5][CH:4]=[CH:3][CH:2]=1.Cl.COC1C=CC(C[NH:16][C:17](=[NH:19])[SH:18])=CC=1.[Cl:22][C:23]([SH:26])(Cl)Cl.[OH-].[Na+].[C:29]([O:33]C)(C)(C)C. Product: [CH3:29][O:33][C:4]1[CH:5]=[CH:6][C:1]([CH2:7][S:18][C:17]2[N:19]=[C:23]([Cl:22])[S:26][N:16]=2)=[CH:2][CH:3]=1. The catalyst class is: 786. (2) Reactant: [F:1][C:2]([F:23])([C:8]1[CH:13]=[CH:12][CH:11]=[C:10]([O:14][CH2:15][CH2:16][N:17]2[CH2:22][CH2:21][CH2:20][CH2:19][CH2:18]2)[CH:9]=1)[C:3]([O:5]CC)=[O:4].O.[OH-].[Li+]. Product: [F:23][C:2]([F:1])([C:8]1[CH:13]=[CH:12][CH:11]=[C:10]([O:14][CH2:15][CH2:16][N:17]2[CH2:22][CH2:21][CH2:20][CH2:19][CH2:18]2)[CH:9]=1)[C:3]([OH:5])=[O:4]. The catalyst class is: 364. (3) Reactant: [NH2:1][CH2:2][CH2:3][C:4]1[CH:18]=[CH:17][C:7]([O:8][C:9]2[CH:16]=[CH:15][C:12]([C:13]#[N:14])=[CH:11][N:10]=2)=[CH:6][CH:5]=1.[CH:19](=O)[C:20]1[CH:25]=[CH:24][CH:23]=[CH:22][CH:21]=1.[BH3-]C#N.[Na+]. Product: [CH2:19]([NH:1][CH2:2][CH2:3][C:4]1[CH:5]=[CH:6][C:7]([O:8][C:9]2[CH:16]=[CH:15][C:12]([C:13]#[N:14])=[CH:11][N:10]=2)=[CH:17][CH:18]=1)[C:20]1[CH:25]=[CH:24][CH:23]=[CH:22][CH:21]=1. The catalyst class is: 5. (4) Reactant: [C:1]([O:5][C:6](=[O:26])[NH:7][CH2:8][CH2:9][CH2:10][CH2:11][C@H:12]([NH:18][C:19]([CH:21]1[CH2:25][CH2:24][CH2:23][CH2:22]1)=[O:20])[C:13](=[O:17])[CH:14]=[N+]=[N-])([CH3:4])([CH3:3])[CH3:2].[BrH:27].CC(O)=O.C([O-])(O)=O.[Na+]. Product: [C:1]([O:5][C:6](=[O:26])[NH:7][CH2:8][CH2:9][CH2:10][CH2:11][C@H:12]([NH:18][C:19]([CH:21]1[CH2:25][CH2:24][CH2:23][CH2:22]1)=[O:20])[C:13](=[O:17])[CH2:14][Br:27])([CH3:4])([CH3:3])[CH3:2]. The catalyst class is: 425. (5) Reactant: C(O[BH-](OC(=O)C)OC(=O)C)(=O)C.[Na+].[OH:15][C:16]1[CH:17]=[CH:18][CH:19]=[C:20]2[C:25]=1[N:24]=[C:23]([CH:26]=O)[CH:22]=[CH:21]2.[NH2:28][CH2:29][CH2:30][C:31]1[N:35]=[CH:34][NH:33][CH:32]=1. Product: [NH:33]1[CH:32]=[C:31]([CH2:30][CH2:29][NH:28][CH2:26][C:23]2[CH:22]=[CH:21][C:20]3[C:25](=[C:16]([OH:15])[CH:17]=[CH:18][CH:19]=3)[N:24]=2)[N:35]=[CH:34]1. The catalyst class is: 68. (6) Reactant: CO[C:3](=[O:21])[C:4]1[CH:9]=[C:8]([C:10]2[N:11]([CH2:15][CH3:16])[N:12]=[CH:13][CH:14]=2)[C:7]([CH:17]([F:19])[F:18])=[CH:6][C:5]=1[NH2:20].ClC(Cl)(O[C:26](=[O:32])OC(Cl)(Cl)Cl)Cl.C(N(CC)CC)C.[CH3:41][S:42]([NH:45][NH2:46])(=[O:44])=[O:43].[OH-].[Na+]. Product: [F:19][CH:17]([F:18])[C:7]1[CH:6]=[C:5]2[C:4]([C:3](=[O:21])[N:46]([NH:45][S:42]([CH3:41])(=[O:44])=[O:43])[C:26](=[O:32])[NH:20]2)=[CH:9][C:8]=1[C:10]1[N:11]([CH2:15][CH3:16])[N:12]=[CH:13][CH:14]=1. The catalyst class is: 7.